The task is: Predict the reactants needed to synthesize the given product.. This data is from Full USPTO retrosynthesis dataset with 1.9M reactions from patents (1976-2016). (1) Given the product [CH2:27]([C@@H:34]1[CH2:38][O:37][C:36](=[O:39])[N:35]1[C:40](=[O:47])[CH:41]([CH2:45][I:1])[CH:42]([CH3:44])[CH3:43])[C:28]1[CH:33]=[CH:32][CH:31]=[CH:30][CH:29]=1, predict the reactants needed to synthesize it. The reactants are: [I:1]I.C1(P(C2C=CC=CC=2)C2C=CC=CC=2)C=CC=CC=1.N1C=CN=C1.[CH2:27]([C@@H:34]1[CH2:38][O:37][C:36](=[O:39])[N:35]1[C:40](=[O:47])[C@@H:41]([CH2:45]O)[CH:42]([CH3:44])[CH3:43])[C:28]1[CH:33]=[CH:32][CH:31]=[CH:30][CH:29]=1. (2) Given the product [Cl:24][C:21]1[CH:20]=[CH:19][C:18]([CH2:17][CH:5]2[C:6](=[O:16])[C:7]([CH2:11][O:12][CH2:13][O:14][CH3:15])([CH3:10])[CH2:8][CH2:9]2)=[CH:23][CH:22]=1, predict the reactants needed to synthesize it. The reactants are: COC([C:5]1([CH2:17][C:18]2[CH:23]=[CH:22][C:21]([Cl:24])=[CH:20][CH:19]=2)[CH2:9][CH2:8][C:7]([CH2:11][O:12][CH2:13][O:14][CH3:15])([CH3:10])[C:6]1=[O:16])=O.[OH-].[Na+].O. (3) Given the product [C:1]([C:4]1[CH:13]=[CH:12][C:7]2[N:8]([CH2:15][CH2:16][CH3:17])[C:9](=[O:11])[S:10][C:6]=2[CH:5]=1)(=[O:3])[CH3:2], predict the reactants needed to synthesize it. The reactants are: [C:1]([C:4]1[CH:13]=[CH:12][C:7]2[NH:8][C:9](=[O:11])[S:10][C:6]=2[CH:5]=1)(=[O:3])[CH3:2].I[CH2:15][CH2:16][CH3:17].C(=O)([O-])[O-].[K+].[K+].